This data is from Reaction yield outcomes from USPTO patents with 853,638 reactions. The task is: Predict the reaction yield, written as a fraction of the theoretical maximum amount of product (1.0 means a 100% yield; for example, 0.34 means a 34% yield). (1) The reactants are [F:1][C:2]1[CH:7]=[C:6]([S:8]([CH3:11])(=[O:10])=[O:9])[CH:5]=[CH:4][C:3]=1[N:12]1[C:16]2=[N:17][CH:18]=[N:19][C:20]([NH:21][CH:22]3[CH2:26][CH2:25][NH:24][CH2:23]3)=[C:15]2[CH:14]=[N:13]1.[CH:27]([O:30][C:31](Cl)=[O:32])([CH3:29])[CH3:28].C(N(CC)CC)C. The catalyst is CN(C=O)C. The product is [CH:27]([O:30][C:31]([N:24]1[CH2:25][CH2:26][CH:22]([NH:21][C:20]2[N:19]=[CH:18][N:17]=[C:16]3[N:12]([C:3]4[CH:4]=[CH:5][C:6]([S:8]([CH3:11])(=[O:9])=[O:10])=[CH:7][C:2]=4[F:1])[N:13]=[CH:14][C:15]=23)[CH2:23]1)=[O:32])([CH3:29])[CH3:28]. The yield is 0.410. (2) The reactants are C([O:3][C:4](=[O:12])[CH2:5][N:6]1[CH2:11][CH2:10][O:9][CH2:8][CH2:7]1)C.[OH-].[K+:14]. The catalyst is C(O)C. The product is [K+:14].[N:6]1([CH2:5][C:4]([O-:12])=[O:3])[CH2:11][CH2:10][O:9][CH2:8][CH2:7]1. The yield is 1.00. (3) The reactants are [C:1]([C:3]1[N:8]=[C:7]([NH:9][CH2:10][C:11]([O:13][C:14]([CH3:17])([CH3:16])[CH3:15])=[O:12])[N:6]=[CH:5][CH:4]=1)#[N:2].[C:18](OC)(=[O:26])[C:19]1[C:20](=[CH:22][CH:23]=[CH:24][CH:25]=1)[SH:21].C(N(CC)CC)C. The catalyst is C1(C)C=CC=CC=1. The product is [O:26]=[C:18]1[C:19]2[CH:25]=[CH:24][CH:23]=[CH:22][C:20]=2[S:21][C:1]([C:3]2[N:8]=[C:7]([NH:9][CH2:10][C:11]([O:13][C:14]([CH3:17])([CH3:16])[CH3:15])=[O:12])[N:6]=[CH:5][CH:4]=2)=[N:2]1. The yield is 0.600. (4) The reactants are [Br:1][C:2]1[CH:7]=[CH:6][C:5](I)=[CH:4][CH:3]=1.[Cl:9][C:10]1[CH:15]=[CH:14][C:13]([C:16]2[CH:17]=[CH:18][C:19]([C:22]#[CH:23])=[N:20][CH:21]=2)=[CH:12][CH:11]=1.BrCl.C(Cl)Cl. The catalyst is C(#N)C. The product is [Br:1][C:2]1[CH:7]=[CH:6][C:5]([C:23]#[C:22][C:19]2[CH:18]=[CH:17][C:16]([C:13]3[CH:14]=[CH:15][C:10]([Cl:9])=[CH:11][CH:12]=3)=[CH:21][N:20]=2)=[CH:4][CH:3]=1. The yield is 1.00. (5) The reactants are C(=O)([O-])[O-].FC(F)(F)C(O)=O.[CH2:12]([C:14]1[CH:15]=[CH:16][C:17]([CH2:20][CH2:21][O:22][C:23]2[CH:36]=[CH:35][C:26]([CH2:27][C@H:28]3[S:32][C:31](=[O:33])[NH:30][C:29]3=[O:34])=[CH:25][CH:24]=2)=[N:18][CH:19]=1)[CH3:13]. The catalyst is CO. The product is [CH2:12]([C:14]1[CH:15]=[CH:16][C:17]([CH2:20][CH2:21][O:22][C:23]2[CH:36]=[CH:35][C:26]([CH2:27][C@H:28]3[S:32][C:31](=[O:33])[NH:30][C:29]3=[O:34])=[CH:25][CH:24]=2)=[N:18][CH:19]=1)[CH3:13]. The yield is 0.470. (6) The reactants are [C:1]1([CH3:11])[CH:6]=[CH:5][C:4]([S:7](Cl)(=[O:9])=[O:8])=[CH:3][CH:2]=1.[N:12]1[CH:17]=[CH:16][CH:15]=[C:14](/[CH:18]=[CH:19]/[CH2:20][C@@H:21]([OH:23])[CH3:22])[CH:13]=1.C([O-])(O)=O.[Na+]. The catalyst is C(N(CC)CC)C. The product is [C:1]1([CH3:11])[CH:6]=[CH:5][C:4]([S:7]([O:23][C@H:21]([CH2:20]/[CH:19]=[CH:18]/[C:14]2[CH:13]=[N:12][CH:17]=[CH:16][CH:15]=2)[CH3:22])(=[O:9])=[O:8])=[CH:3][CH:2]=1. The yield is 0.686.